Dataset: Drug-target binding data from BindingDB using IC50 measurements. Task: Regression. Given a target protein amino acid sequence and a drug SMILES string, predict the binding affinity score between them. We predict pIC50 (pIC50 = -log10(IC50 in M); higher means more potent). Dataset: bindingdb_ic50. The compound is CCN(CC)CCCC(C)Nc1ccnc2cc(Cl)ccc12. The target protein sequence is MTLIENLNSDKTFLENNQYTDEGVKVYEFIFGENYISSGGLEATKKILSDIELNENSKVLDIGSGLGGGCMYINEKYGAHTHGIDICSNIVNMANERVSGNNKIIFEANDILTKEFPENNFDLIYSRDAILHLSLENKNKLFQKCYKWLKPTGTLLITDYCATEKENWDDEFKEYVKQRKYTLITVEEYADILTACNFKNVVSKDLSDYWNQLLEVEHKYLHENKEEFLKLFSEKKFISLDDGWSRKIKDSKRKMQRWGYFKATKN. The pIC50 is 3.3.